Dataset: Full USPTO retrosynthesis dataset with 1.9M reactions from patents (1976-2016). Task: Predict the reactants needed to synthesize the given product. The reactants are: [OH:1][C:2]1[CH:7]=[CH:6][N:5]=[C:4]([NH:8][C:9](=[O:13])[CH2:10][O:11][CH3:12])[CH:3]=1.C1CCN2C(=NCCC2)CC1.[Cl:25][C:26]1[C:33]([N+:34]([O-:36])=[O:35])=[CH:32][CH:31]=[C:30](F)[C:27]=1[C:28]#[N:29].O. Given the product [Cl:25][C:26]1[C:27]([C:28]#[N:29])=[C:30]([CH:31]=[CH:32][C:33]=1[N+:34]([O-:36])=[O:35])[O:1][C:2]1[CH:7]=[CH:6][N:5]=[C:4]([NH:8][C:9](=[O:13])[CH2:10][O:11][CH3:12])[CH:3]=1, predict the reactants needed to synthesize it.